Dataset: TCR-epitope binding with 47,182 pairs between 192 epitopes and 23,139 TCRs. Task: Binary Classification. Given a T-cell receptor sequence (or CDR3 region) and an epitope sequence, predict whether binding occurs between them. Result: 0 (the TCR does not bind to the epitope). The epitope is QECVRGTTVL. The TCR CDR3 sequence is CASSSSFLGNQPQHF.